Dataset: Human liver microsome stability data. Task: Regression/Classification. Given a drug SMILES string, predict its absorption, distribution, metabolism, or excretion properties. Task type varies by dataset: regression for continuous measurements (e.g., permeability, clearance, half-life) or binary classification for categorical outcomes (e.g., BBB penetration, CYP inhibition). Dataset: hlm. (1) The compound is CC(C)CCn1nc(-c2cccs2)c(O)c(C2=NS(=O)(=O)c3cc(OC(C)(C)C(N)=O)ccc3N2)c1=O. The result is 1 (stable in human liver microsomes). (2) The molecule is CC(C)CCC[C@@H](C)[C@H]1CC[C@H]2[C@@H](Nc3ccc(O)cc3)CCC[C@]12C. The result is 0 (unstable in human liver microsomes). (3) The drug is CCCOC(=O)N1CCN(C(=O)c2ccc3c(Cl)cc(-c4ccc(C(=O)NC)cc4)nc3c2)CC1. The result is 1 (stable in human liver microsomes).